Dataset: Forward reaction prediction with 1.9M reactions from USPTO patents (1976-2016). Task: Predict the product of the given reaction. (1) Given the reactants Br[C:2]1[CH:3]=[CH:4][C:5]([CH:8]=[O:9])=[N:6][CH:7]=1.[Cl:10][C:11]1[CH:17]=[CH:16][C:14]([NH2:15])=[CH:13][CH:12]=1.Br[CH2:19][CH:20]1[CH2:22][CH2:21]1, predict the reaction product. The product is: [Cl:10][C:11]1[CH:17]=[CH:16][C:14]([N:15]([CH2:19][CH:20]2[CH2:22][CH2:21]2)[C:2]2[CH:3]=[CH:4][C:5]([CH:8]=[O:9])=[N:6][CH:7]=2)=[CH:13][CH:12]=1. (2) Given the reactants [O:1]=[C:2]1[C@H:8]([CH2:9][C:10]([OH:12])=[O:11])[CH2:7][C:6]2[CH:13]=[CH:14][C:15]([O:17][CH2:18][CH2:19][C:20]3[N:21]=[C:22]4[N:27](C(OC(C)(C)C)=O)[CH2:26][CH2:25][CH2:24][N:23]4[CH:35]=3)=[CH:16][C:5]=2[CH2:4][N:3]1[CH2:36][C:37]([F:40])([F:39])[F:38].[CH3:41][CH:42](O)[CH3:43].[ClH:45].O1CCOCC1, predict the reaction product. The product is: [ClH:45].[O:1]=[C:2]1[C@H:8]([CH2:9][C:10]([O:12][CH:42]([CH3:43])[CH3:41])=[O:11])[CH2:7][C:6]2[CH:13]=[CH:14][C:15]([O:17][CH2:18][CH2:19][C:20]3[N:21]=[C:22]4[NH:27][CH2:26][CH2:25][CH2:24][N:23]4[CH:35]=3)=[CH:16][C:5]=2[CH2:4][N:3]1[CH2:36][C:37]([F:39])([F:40])[F:38]. (3) The product is: [N+:8]([C:7]1[C:2]([O:1][C:18](=[O:27])[N:19]([CH3:26])[C:20]2[CH:25]=[CH:24][CH:23]=[CH:22][CH:21]=2)=[N:3][CH:4]=[CH:5][CH:6]=1)([O-:10])=[O:9]. Given the reactants [OH:1][C:2]1[C:7]([N+:8]([O-:10])=[O:9])=[CH:6][CH:5]=[CH:4][N:3]=1.[I-].C[N+]1C=CN([C:18](=[O:27])[N:19]([CH3:26])[C:20]2[CH:25]=[CH:24][CH:23]=[CH:22][CH:21]=2)C=1.C(N(CC)CC)C, predict the reaction product. (4) Given the reactants [N:1]([CH2:4][C:5]([CH3:15])([CH3:14])[CH2:6][C:7]1[CH:12]=[CH:11][C:10]([Cl:13])=[CH:9][CH:8]=1)=[N+]=[N-].CP(C)C.O, predict the reaction product. The product is: [Cl:13][C:10]1[CH:9]=[CH:8][C:7]([CH2:6][C:5]([CH3:15])([CH3:14])[CH2:4][NH2:1])=[CH:12][CH:11]=1. (5) Given the reactants FC(F)(F)C([NH:5][CH2:6][C@@H:7]1[CH2:12][CH2:11][C@H:10]([CH3:13])[CH2:9][N:8]1[C:14]([C:16]1[C:21]([C:22]2[N:27]=[CH:26][CH:25]=[CH:24][N:23]=2)=[CH:20][CH:19]=[C:18]([CH3:28])[N:17]=1)=[O:15])=O.C(=O)([O-])[O-].[K+].[K+], predict the reaction product. The product is: [CH3:13][C@@H:10]1[CH2:9][N:8]([C:14]([C:16]2[C:21]([C:22]3[N:27]=[CH:26][CH:25]=[CH:24][N:23]=3)=[CH:20][CH:19]=[C:18]([CH3:28])[N:17]=2)=[O:15])[C@H:7]([CH2:6][NH2:5])[CH2:12][CH2:11]1. (6) Given the reactants [Cl:1][C:2]1[CH:3]=[C:4]2[C:8](=[C:9]([F:11])[CH:10]=1)[N:7]([CH2:12][CH2:13][S:14]([CH3:17])(=[O:16])=[O:15])[C:6]([CH2:18]O)=[CH:5]2.O=S(Cl)[Cl:22], predict the reaction product. The product is: [Cl:1][C:2]1[CH:3]=[C:4]2[C:8](=[C:9]([F:11])[CH:10]=1)[N:7]([CH2:12][CH2:13][S:14]([CH3:17])(=[O:16])=[O:15])[C:6]([CH2:18][Cl:22])=[CH:5]2.